From a dataset of Full USPTO retrosynthesis dataset with 1.9M reactions from patents (1976-2016). Predict the reactants needed to synthesize the given product. The reactants are: [Cl:1][C:2]1[CH:26]=[CH:25][C:5]([NH:6][CH2:7][CH:8]2[CH2:13][CH2:12][N:11]([S:14]([C:17]3[C:18]([CH3:24])=[N:19][N:20]([CH3:23])[C:21]=3[CH3:22])(=[O:16])=[O:15])[CH2:10][CH2:9]2)=[CH:4][CH:3]=1.CN1C(C)=C(S(N2CCC(=O)CC2)(=O)=O)C(C)=N1.[Cl:45]C1C=C(C=CC=1Cl)N. Given the product [Cl:45][C:3]1[CH:4]=[C:5]([CH:25]=[CH:26][C:2]=1[Cl:1])[NH:6][CH2:7][CH:8]1[CH2:9][CH2:10][N:11]([S:14]([C:17]2[C:18]([CH3:24])=[N:19][N:20]([CH3:23])[C:21]=2[CH3:22])(=[O:15])=[O:16])[CH2:12][CH2:13]1, predict the reactants needed to synthesize it.